This data is from Forward reaction prediction with 1.9M reactions from USPTO patents (1976-2016). The task is: Predict the product of the given reaction. The product is: [CH2:33]([NH:40][C:29]([C:25]1[S:26][C:27]([CH3:28])=[C:23]([NH:22][C:21]([NH:20][CH2:13][C:14]2[CH:15]=[CH:16][CH:17]=[CH:18][CH:19]=2)=[O:32])[CH:24]=1)=[O:31])[C:34]1[CH:39]=[CH:38][CH:37]=[CH:36][CH:35]=1. Given the reactants C(N1C=CN=C1)(N1C=CN=C1)=O.[CH2:13]([NH:20][C:21](=[O:32])[NH:22][C:23]1[CH:24]=[C:25]([C:29]([OH:31])=O)[S:26][C:27]=1[CH3:28])[C:14]1[CH:19]=[CH:18][CH:17]=[CH:16][CH:15]=1.[CH2:33]([NH2:40])[C:34]1[CH:39]=[CH:38][CH:37]=[CH:36][CH:35]=1, predict the reaction product.